Dataset: Reaction yield outcomes from USPTO patents with 853,638 reactions. Task: Predict the reaction yield, written as a fraction of the theoretical maximum amount of product (1.0 means a 100% yield; for example, 0.34 means a 34% yield). The reactants are [F:1][C:2]1[CH:3]=[C:4]([CH:7]=[CH:8][C:9]=1F)[C:5]#[N:6].C(=O)([O-])[O-].[K+].[K+].[NH:17]1[CH2:22][CH2:21][CH2:20][C@@H:19]([NH:23][C:24]2[CH:29]=[CH:28][N:27]=[C:26]([C:30]3[N:34]4[CH:35]=[C:36]([C:39]#[N:40])[CH:37]=[CH:38][C:33]4=[N:32][CH:31]=3)[N:25]=2)[CH2:18]1. The catalyst is CN(C=O)C. The product is [C:5]([C:4]1[CH:7]=[CH:8][C:9]([N:17]2[CH2:22][CH2:21][CH2:20][C@@H:19]([NH:23][C:24]3[CH:29]=[CH:28][N:27]=[C:26]([C:30]4[N:34]5[CH:35]=[C:36]([C:39]#[N:40])[CH:37]=[CH:38][C:33]5=[N:32][CH:31]=4)[N:25]=3)[CH2:18]2)=[C:2]([F:1])[CH:3]=1)#[N:6]. The yield is 0.360.